This data is from Reaction yield outcomes from USPTO patents with 853,638 reactions. The task is: Predict the reaction yield, written as a fraction of the theoretical maximum amount of product (1.0 means a 100% yield; for example, 0.34 means a 34% yield). The yield is 0.850. The product is [F:2][C:3]1[CH:16]=[C:15]([F:17])[CH:14]=[CH:13][C:4]=1[CH2:5][CH2:6][N:7]1[CH2:12][CH2:11][N:10]([C:37]([C:33]2[C:32]3[N:31]([CH:30]=[CH:29][N:28]=3)[CH:36]=[CH:35][CH:34]=2)=[O:38])[CH2:9][CH2:8]1. The reactants are Cl.[F:2][C:3]1[CH:16]=[C:15]([F:17])[CH:14]=[CH:13][C:4]=1[CH2:5][CH2:6][N:7]1[CH2:12][CH2:11][NH:10][CH2:9][CH2:8]1.C(N(C(C)C)CC)(C)C.Cl.[N:28]1[CH:29]=[CH:30][N:31]2[CH:36]=[CH:35][CH:34]=[C:33]([C:37](Cl)=[O:38])[C:32]=12. The catalyst is C(#N)C.